Dataset: Full USPTO retrosynthesis dataset with 1.9M reactions from patents (1976-2016). Task: Predict the reactants needed to synthesize the given product. (1) Given the product [CH2:1]([O:3][CH2:4][C:5]1[N:6]([NH:19][CH:20]([CH3:22])[CH3:21])[C:7]2[C:16]3[CH:15]=[CH:14][CH:13]=[CH:12][C:11]=3[N:10]=[C:9]([NH2:23])[C:8]=2[N:18]=1)[CH3:2], predict the reactants needed to synthesize it. The reactants are: [CH2:1]([O:3][CH2:4][C:5]1[N:6]([NH:19][CH:20]([CH3:22])[CH3:21])[C:7]2[C:16]3[CH:15]=[CH:14][CH:13]=[CH:12][C:11]=3[N+:10]([O-])=[CH:9][C:8]=2[N:18]=1)[CH3:2].[NH4+:23].[OH-].C1(C)C=CC(S(Cl)(=O)=O)=CC=1.O. (2) Given the product [ClH:21].[CH3:19][O:13][C@H:11]1[CH2:12][NH:8][C@H:9]([C:14]([OH:16])=[O:15])[CH2:10]1, predict the reactants needed to synthesize it. The reactants are: C(OC([N:8]1[CH2:12][C@H:11]([OH:13])[CH2:10][C@H:9]1[C:14]([OH:16])=[O:15])=O)(C)(C)C.[H-].[Na+].[CH3:19]I.[ClH:21]. (3) Given the product [Cl:13][C:4]1[C:5]2[CH:9]=[CH:8][NH:7][C:6]=2[N:1]=[N:2][CH:3]=1, predict the reactants needed to synthesize it. The reactants are: [N:1]1[C:6]2[NH:7][CH:8]=[CH:9][C:5]=2[C:4](O)=[CH:3][N:2]=1.P(Cl)(Cl)([Cl:13])=O. (4) Given the product [OH:52][C:47]1[CH:46]=[CH:45][CH:44]=[C:43]2[C:48]=1[CH:49]=[CH:50][CH:51]=[C:42]2[NH:41][C:8]([C:10]1[CH:40]=[CH:39][C:13]2[N:14]([CH:33]3[CH2:38][CH2:37][CH2:36][CH2:35][CH2:34]3)[C:15]([C:17]3[CH:18]=[C:19]4[C:24](=[CH:25][CH:26]=3)[N:23]=[C:22]([C:27]3[CH:32]=[CH:31][CH:30]=[CH:29][CH:28]=3)[CH:21]=[N:20]4)=[N:16][C:12]=2[CH:11]=1)=[O:9], predict the reactants needed to synthesize it. The reactants are: N1(N[C:8]([C:10]2[CH:40]=[CH:39][C:13]3[N:14]([CH:33]4[CH2:38][CH2:37][CH2:36][CH2:35][CH2:34]4)[C:15]([C:17]4[CH:18]=[C:19]5[C:24](=[CH:25][CH:26]=4)[N:23]=[C:22]([C:27]4[CH:32]=[CH:31][CH:30]=[CH:29][CH:28]=4)[CH:21]=[N:20]5)=[N:16][C:12]=3[CH:11]=2)=[O:9])CCOCC1.[NH2:41][C:42]1[CH:51]=[CH:50][CH:49]=[C:48]2[C:43]=1[CH:44]=[CH:45][CH:46]=[C:47]2[OH:52]. (5) Given the product [CH3:8][C:6]1[NH:5][C:4](=[O:9])[C:3]([N+:10]([O-:12])=[O:11])=[C:2]([N:20]2[CH2:21][CH2:22][C:16]3[CH:15]=[CH:14][S:13][C:17]=3[CH2:18][CH2:19]2)[N:7]=1, predict the reactants needed to synthesize it. The reactants are: Br[C:2]1[N:7]=[C:6]([CH3:8])[NH:5][C:4](=[O:9])[C:3]=1[N+:10]([O-:12])=[O:11].[S:13]1[C:17]2[CH2:18][CH2:19][NH:20][CH2:21][CH2:22][C:16]=2[CH:15]=[CH:14]1.C(N(C(C)C)C(C)C)C. (6) Given the product [NH2:1][C:2]1[N:7]=[CH:6][N:5]=[C:4]2[N:8]([C:12]3[CH:17]=[CH:16][C:15]([N+:18]([O-:20])=[O:19])=[CH:14][CH:13]=3)[N:9]=[C:10]([C:27]3[CH:26]=[CH:25][C:24]([NH:38][C:39](=[O:45])[O:40][C:41]([CH3:42])([CH3:43])[CH3:44])=[C:23]([O:22][CH3:21])[CH:28]=3)[C:3]=12, predict the reactants needed to synthesize it. The reactants are: [NH2:1][C:2]1[N:7]=[CH:6][N:5]=[C:4]2[N:8]([C:12]3[CH:17]=[CH:16][C:15]([N+:18]([O-:20])=[O:19])=[CH:14][CH:13]=3)[N:9]=[C:10](I)[C:3]=12.[CH3:21][O:22][C:23]1[CH:28]=[C:27](B2OC(C)(C)C(C)(C)O2)[CH:26]=[CH:25][C:24]=1[NH:38][C:39](=[O:45])[O:40][C:41]([CH3:44])([CH3:43])[CH3:42].C(=O)([O-])[O-].[Na+].[Na+]. (7) Given the product [Cl:1][C:2]1[CH:3]=[CH:4][C:5]([C:6]([N:8]([C@@H:10]([CH2:17][CH2:18][CH3:19])[CH2:11][N:12]2[CH2:15][CH:14]([O:16][CH2:25][CH3:26])[CH2:13]2)[CH3:9])=[O:7])=[CH:20][CH:21]=1, predict the reactants needed to synthesize it. The reactants are: [Cl:1][C:2]1[CH:21]=[CH:20][C:5]([C:6]([N:8]([C@@H:10]([CH2:17][CH2:18][CH3:19])[CH2:11][N:12]2[CH2:15][CH:14]([OH:16])[CH2:13]2)[CH3:9])=[O:7])=[CH:4][CH:3]=1.[H-].[Na+].I[CH2:25][CH3:26].C([O-])(O)=O.[Na+]. (8) Given the product [BrH:2].[CH2:5]([N:12]1[CH2:17][C@H:16]([CH2:18][OH:19])[C@@H:15]([C:39]2[CH:40]=[CH:41][C:42]([OH:45])=[CH:43][CH:44]=2)[C@H:14]([OH:47])[CH2:13]1)[C:6]1[CH:7]=[CH:8][CH:9]=[CH:10][CH:11]=1, predict the reactants needed to synthesize it. The reactants are: B(Br)(Br)[Br:2].[CH2:5]([N:12]1[CH2:17][C@H:16]([CH2:18][O:19]C(C2C=CC=CC=2)(C2C=CC=CC=2)C2C=CC=CC=2)[C@@H:15]([C:39]2[CH:44]=[CH:43][C:42]([O:45]C)=[CH:41][CH:40]=2)[C@H:14]([OH:47])[CH2:13]1)[C:6]1[CH:11]=[CH:10][CH:9]=[CH:8][CH:7]=1. (9) Given the product [CH2:1]([O:3][C:4]([C:6]1[C:7](=[O:18])[N:8]([CH2:22][CH2:23][C:24]([CH3:28])([CH3:27])[CH2:25][CH3:26])[N:9]=[C:10]([C:13]2[S:14][CH:15]=[CH:16][CH:17]=2)[C:11]=1[OH:12])=[O:5])[CH3:2], predict the reactants needed to synthesize it. The reactants are: [CH2:1]([O:3][C:4]([C:6]1[C:7](=[O:18])[NH:8][N:9]=[C:10]([C:13]2[S:14][CH:15]=[CH:16][CH:17]=2)[C:11]=1[OH:12])=[O:5])[CH3:2].[H-].[Na+].Br[CH2:22][CH2:23][C:24]([CH3:28])([CH3:27])[CH2:25][CH3:26].Cl.